This data is from Full USPTO retrosynthesis dataset with 1.9M reactions from patents (1976-2016). The task is: Predict the reactants needed to synthesize the given product. (1) Given the product [OH:12][C@H:11]1[CH2:13][CH2:14][N:9]([C:7]2[N:8]=[C:3]([O:2][CH3:1])[C:4]3[C:17]([C:18]4[CH:19]=[CH:20][CH:21]=[CH:22][CH:23]=4)=[C:16]([C:24]4[CH:29]=[CH:28][C:27]([C:30]5([NH:34][C:35](=[O:41])[O:36][C:37]([CH3:39])([CH3:40])[CH3:38])[CH2:33][CH2:32][CH2:31]5)=[CH:26][CH:25]=4)[O:15][C:5]=3[N:6]=2)[CH2:10]1, predict the reactants needed to synthesize it. The reactants are: [CH3:1][O:2][C:3]1[C:4]2[C:17]([C:18]3[CH:23]=[CH:22][CH:21]=[CH:20][CH:19]=3)=[C:16]([C:24]3[CH:29]=[CH:28][C:27]([C:30]4([NH:34][C:35](=[O:41])[O:36][C:37]([CH3:40])([CH3:39])[CH3:38])[CH2:33][CH2:32][CH2:31]4)=[CH:26][CH:25]=3)[O:15][C:5]=2[N:6]=[C:7]([N:9]2[CH2:14][CH2:13][O:12][CH2:11][CH2:10]2)[N:8]=1.COC1C2C(C3C=CC=CC=3)=C(C3C=CC(C4(NC(=O)OC(C)(C)C)CCC4)=CC=3)OC=2N=C(S(C)(=O)=O)N=1.N1CC[C@H](O)C1. (2) Given the product [C:8]([C:6]1[CH:7]=[C:2]([Br:1])[CH:3]=[CH:4][C:5]=1[O:11][CH2:21][CH2:22][NH:23][C:24](=[O:30])[O:25][C:26]([CH3:29])([CH3:28])[CH3:27])(=[O:10])[CH3:9], predict the reactants needed to synthesize it. The reactants are: [Br:1][C:2]1[CH:3]=[CH:4][C:5]([OH:11])=[C:6]([C:8](=[O:10])[CH3:9])[CH:7]=1.C([O-])([O-])=O.[K+].[K+].[I-].[K+].Br[CH2:21][CH2:22][NH:23][C:24](=[O:30])[O:25][C:26]([CH3:29])([CH3:28])[CH3:27]. (3) Given the product [Cl:1][C:2]1[CH:3]=[CH:4][C:5]([O:28][CH2:29][CH:30]([CH3:31])[CH3:32])=[C:6]([CH2:8][N:9]2[C:13]([CH3:14])=[CH:12][C:11]([NH:15][C:16]([C:48]3[CH:49]=[CH:50][C:43]4[CH2:42][CH2:41][N:40]([C:38]([O:37][C:34]([CH3:33])([CH3:35])[CH3:36])=[O:39])[CH2:46][CH2:45][C:44]=4[CH:47]=3)=[O:17])=[N:10]2)[CH:7]=1, predict the reactants needed to synthesize it. The reactants are: [Cl:1][C:2]1[CH:3]=[CH:4][C:5]([O:28][CH2:29][CH:30]([CH3:32])[CH3:31])=[C:6]([CH2:8][N:9]2[C:13]([CH3:14])=[CH:12][C:11]([NH:15][C:16](C3C=NC4C(C=3)=CC=CC=4)=[O:17])=[N:10]2)[CH:7]=1.[CH3:33][C:34]([O:37][C:38]([N:40]1[CH2:46][CH2:45][C:44]2[CH:47]=[CH:48][C:49](C(O)=O)=[CH:50][C:43]=2[CH2:42][CH2:41]1)=[O:39])([CH3:36])[CH3:35].